Dataset: Reaction yield outcomes from USPTO patents with 853,638 reactions. Task: Predict the reaction yield, written as a fraction of the theoretical maximum amount of product (1.0 means a 100% yield; for example, 0.34 means a 34% yield). (1) The reactants are Br[C:2]1[CH:7]=[CH:6][CH:5]=[CH:4][N:3]=1.[Li]CCCC.[CH:13]1([C:16]2[N:20]([CH3:21])[C:19]3[C:22]([C:33](N(OC)C)=[O:34])=[CH:23][C:24]([C:26]4[C:27]([CH3:32])=[N:28][O:29][C:30]=4[CH3:31])=[CH:25][C:18]=3[N:17]=2)[CH2:15][CH2:14]1. The catalyst is C1COCC1.CCOC(C)=O. The product is [CH:13]1([C:16]2[N:20]([CH3:21])[C:19]3[C:22]([C:33]([C:2]4[CH:7]=[CH:6][CH:5]=[CH:4][N:3]=4)=[O:34])=[CH:23][C:24]([C:26]4[C:27]([CH3:32])=[N:28][O:29][C:30]=4[CH3:31])=[CH:25][C:18]=3[N:17]=2)[CH2:14][CH2:15]1. The yield is 0.880. (2) The reactants are [Br:1][C:2]1[CH:7]=[CH:6][C:5]([CH2:8]Cl)=[C:4]([O:10][CH3:11])[CH:3]=1.C(=O)([O-])[O-].[K+].[K+].[NH:18]1[CH2:23][CH2:22][CH2:21][CH2:20][CH2:19]1. The catalyst is C(#N)C. The product is [Br:1][C:2]1[CH:7]=[CH:6][C:5]([CH2:8][N:18]2[CH2:23][CH2:22][CH2:21][CH2:20][CH2:19]2)=[C:4]([O:10][CH3:11])[CH:3]=1. The yield is 0.960. (3) The reactants are [F:1][C:2]1[CH:7]=[C:6](I)[CH:5]=[CH:4][C:3]=1[N:9]1[CH:14]=[C:13]([O:15][CH3:16])[C:12](=[O:17])[C:11]([C:18]2[N:22]([C:23]3[CH:28]=[CH:27][CH:26]=[CH:25][CH:24]=3)[N:21]=[CH:20][CH:19]=2)=[N:10]1.[NH:29]1[CH2:33][CH2:32][CH2:31][C:30]1=[O:34].N[C@@H]1CCCC[C@H]1N.[O-]P([O-])([O-])=O.[K+].[K+].[K+]. The catalyst is O1CCOCC1.[Cu]I.O. The product is [F:1][C:2]1[CH:7]=[C:6]([N:29]2[CH2:33][CH2:32][CH2:31][C:30]2=[O:34])[CH:5]=[CH:4][C:3]=1[N:9]1[CH:14]=[C:13]([O:15][CH3:16])[C:12](=[O:17])[C:11]([C:18]2[N:22]([C:23]3[CH:28]=[CH:27][CH:26]=[CH:25][CH:24]=3)[N:21]=[CH:20][CH:19]=2)=[N:10]1. The yield is 0.330. (4) The reactants are [CH3:1][O:2][CH2:3][CH2:4][CH2:5][CH2:6][CH:7]([NH:20][C:21]1[CH:26]=[CH:25][C:24]([C:27]([NH:29][CH2:30][CH2:31][C:32]([O:34]CC)=[O:33])=[O:28])=[CH:23][CH:22]=1)[C:8]1[O:9][C:10]2[CH:17]=[CH:16][C:15]([O:18][CH3:19])=[CH:14][C:11]=2[C:12]=1[CH3:13].O1CCCC1.[OH-].[Na+]. The catalyst is C(O)C. The product is [CH3:1][O:2][CH2:3][CH2:4][CH2:5][CH2:6][CH:7]([NH:20][C:21]1[CH:22]=[CH:23][C:24]([C:27]([NH:29][CH2:30][CH2:31][C:32]([OH:34])=[O:33])=[O:28])=[CH:25][CH:26]=1)[C:8]1[O:9][C:10]2[CH:17]=[CH:16][C:15]([O:18][CH3:19])=[CH:14][C:11]=2[C:12]=1[CH3:13]. The yield is 0.980. (5) The reactants are [CH3:1][CH:2](O)C.C([O-])=O.[NH4+].[CH3:9][O:10][C:11]1[C:20]([N+:21]([O-])=O)=[CH:19][CH:18]=[CH:17][C:12]=1[C:13]([O:15][CH3:16])=[O:14].C(=O)C. The catalyst is O.[Pd]. The product is [CH2:1]([NH:21][C:20]1[C:11]([O:10][CH3:9])=[C:12]([CH:17]=[CH:18][CH:19]=1)[C:13]([O:15][CH3:16])=[O:14])[CH3:2]. The yield is 0.850. (6) The reactants are [NH:1]1[CH:5]=[C:4]([CH2:6][C:7]([N:9]2[CH2:14][CH2:13][N:12](C(OCC3C=CC=CC=3)=O)[CH2:11][C@H:10]2[C:25](=[O:41])[NH:26][C:27]2[CH:32]=[CH:31][C:30]([O:33][C:34]3[CH:39]=[CH:38][C:37]([F:40])=[CH:36][CH:35]=3)=[CH:29][CH:28]=2)=[O:8])[N:3]=[CH:2]1. The catalyst is [Pd].CO. The product is [NH:1]1[CH:5]=[C:4]([CH2:6][C:7]([N:9]2[CH2:14][CH2:13][NH:12][CH2:11][C@H:10]2[C:25]([NH:26][C:27]2[CH:28]=[CH:29][C:30]([O:33][C:34]3[CH:39]=[CH:38][C:37]([F:40])=[CH:36][CH:35]=3)=[CH:31][CH:32]=2)=[O:41])=[O:8])[N:3]=[CH:2]1. The yield is 0.830.